The task is: Predict which catalyst facilitates the given reaction.. This data is from Catalyst prediction with 721,799 reactions and 888 catalyst types from USPTO. (1) Reactant: [Cl:1][C:2]1[N:7]=[CH:6][C:5]([CH:8]2[CH2:12][CH2:11][C:10](=[O:13])[CH2:9]2)=[CH:4][CH:3]=1.CO.[BH4-].[Na+]. Product: [Cl:1][C:2]1[N:7]=[CH:6][C:5]([CH:8]2[CH2:12][CH2:11][CH:10]([OH:13])[CH2:9]2)=[CH:4][CH:3]=1. The catalyst class is: 34. (2) Reactant: CS(O[CH2:6][CH2:7][O:8][CH2:9][CH2:10][NH:11][C:12]([O:14][C:15]([CH3:18])([CH3:17])[CH3:16])=[O:13])(=O)=O.CN(C=O)C.[N-:24]=[N+:25]=[N-:26].[Na+]. Product: [N:24]([CH2:6][CH2:7][O:8][CH2:9][CH2:10][NH:11][C:12](=[O:13])[O:14][C:15]([CH3:18])([CH3:17])[CH3:16])=[N+:25]=[N-:26]. The catalyst class is: 6. (3) The catalyst class is: 1. Product: [CH2:51]([O:53][P:54]([CH2:59][NH:60][C:26](=[O:27])[CH2:25][CH2:24][C:23]([CH3:29])=[CH:22][CH2:21][C:4]1[C:5]([O:14][CH2:15][CH2:16][Si:17]([CH3:20])([CH3:18])[CH3:19])=[C:6]2[C:10](=[C:11]([CH3:12])[C:3]=1[O:2][CH3:1])[CH2:9][O:8][C:7]2=[O:13])(=[O:58])[O:55][CH2:56][CH3:57])[CH3:52]. Reactant: [CH3:1][O:2][C:3]1[C:11]([CH3:12])=[C:10]2[C:6]([C:7](=[O:13])[O:8][CH2:9]2)=[C:5]([O:14][CH2:15][CH2:16][Si:17]([CH3:20])([CH3:19])[CH3:18])[C:4]=1[CH2:21][CH:22]=[C:23]([CH3:29])[CH2:24][CH2:25][C:26](O)=[O:27].ClC(OCC(C)C)=O.C(N(CC)CC)C.C(O)(=O)C(O)=O.[CH2:51]([O:53][P:54]([CH2:59][NH2:60])(=[O:58])[O:55][CH2:56][CH3:57])[CH3:52]. (4) Reactant: [CH:1]([N-]C(C)C)(C)C.[Li+].[C:9]1([CH2:15][O:16][C:17]2[CH:22]=[CH:21][C:20]([C@H:23](/[CH:29]=[CH:30]\[CH3:31])[CH2:24][C:25]([O:27][CH3:28])=[O:26])=[CH:19][CH:18]=2)[CH:14]=[CH:13][CH:12]=[CH:11][CH:10]=1.IC. Product: [CH3:1][C@@H:24]([C@H:23]([C:20]1[CH:19]=[CH:18][C:17]([O:16][CH2:15][C:9]2[CH:10]=[CH:11][CH:12]=[CH:13][CH:14]=2)=[CH:22][CH:21]=1)/[CH:29]=[CH:30]\[CH3:31])[C:25]([O:27][CH3:28])=[O:26]. The catalyst class is: 1.